Dataset: Forward reaction prediction with 1.9M reactions from USPTO patents (1976-2016). Task: Predict the product of the given reaction. (1) The product is: [C:1]1([N:7]2[CH:11]=[C:10]([C:12]#[N:15])[N:9]=[CH:8]2)[CH:6]=[CH:5][CH:4]=[CH:3][CH:2]=1. Given the reactants [C:1]1([N:7]2[CH:11]=[C:10]([CH:12]=O)[N:9]=[CH:8]2)[CH:6]=[CH:5][CH:4]=[CH:3][CH:2]=1.[OH-].[NH4+:15].II.S([O-])([O-])(=O)=S.[Na+].[Na+], predict the reaction product. (2) Given the reactants O[C:2]1[C:7]([N+:8]([O-:10])=[O:9])=[CH:6][C:5]([CH2:11][CH:12]2[CH2:17][CH2:16][CH2:15][CH2:14][CH2:13]2)=[CH:4][N:3]=1.P(Cl)(Cl)([Cl:20])=O.C(=O)([O-])O.[Na+], predict the reaction product. The product is: [Cl:20][C:2]1[C:7]([N+:8]([O-:10])=[O:9])=[CH:6][C:5]([CH2:11][CH:12]2[CH2:17][CH2:16][CH2:15][CH2:14][CH2:13]2)=[CH:4][N:3]=1. (3) Given the reactants [NH:1]1[CH2:6][CH2:5][O:4][CH2:3][CH2:2]1.[Br:7][C:8]1[C:13]([F:14])=[CH:12][C:11]([S:15](Cl)(=[O:17])=[O:16])=[C:10]([F:19])[CH:9]=1, predict the reaction product. The product is: [Br:7][C:8]1[C:13]([F:14])=[CH:12][C:11]([S:15]([N:1]2[CH2:6][CH2:5][O:4][CH2:3][CH2:2]2)(=[O:16])=[O:17])=[C:10]([F:19])[CH:9]=1. (4) Given the reactants [S:1]1[C:5]2[CH:6]=[CH:7][CH:8]=[CH:9][C:4]=2[N:3]=[C:2]1[S:10][CH2:11][C:12]([N:14]1[C:23]2[C:18](=[CH:19][CH:20]=[CH:21][CH:22]=2)[NH:17][CH2:16][CH2:15]1)=[O:13].[CH3:24][C:25](OC(C)=O)=[O:26].CCN(CC)CC, predict the reaction product. The product is: [C:25]([N:17]1[C:18]2[C:23](=[CH:22][CH:21]=[CH:20][CH:19]=2)[N:14]([C:12](=[O:13])[CH2:11][S:10][C:2]2[S:1][C:5]3[CH:6]=[CH:7][CH:8]=[CH:9][C:4]=3[N:3]=2)[CH2:15][CH2:16]1)(=[O:26])[CH3:24]. (5) Given the reactants [CH2:1]([N:3]=[C:4]=[O:5])[CH3:2].[OH:6][CH2:7][CH:8]([C:18]1[CH:23]=[CH:22][CH:21]=[C:20]([C:24]([F:27])([F:26])[F:25])[CH:19]=1)[CH2:9][NH:10][C:11](=[O:17])[O:12][C:13]([CH3:16])([CH3:15])[CH3:14].N, predict the reaction product. The product is: [CH2:1]([NH:3][C:4](=[O:5])[O:6][CH2:7][CH:8]([C:18]1[CH:23]=[CH:22][CH:21]=[C:20]([C:24]([F:25])([F:26])[F:27])[CH:19]=1)[CH2:9][NH:10][C:11]([O:12][C:13]([CH3:15])([CH3:14])[CH3:16])=[O:17])[CH3:2].